From a dataset of Reaction yield outcomes from USPTO patents with 853,638 reactions. Predict the reaction yield, written as a fraction of the theoretical maximum amount of product (1.0 means a 100% yield; for example, 0.34 means a 34% yield). (1) The reactants are [C:1]([OH:9])(=O)[C:2]1[CH:7]=[CH:6][CH:5]=[N:4][CH:3]=1.C(Cl)(=O)C(Cl)=O.[NH2:16][CH2:17][CH2:18][NH:19][C:20](=[O:26])[O:21][C:22]([CH3:25])([CH3:24])[CH3:23].CCN(CC)CC. The catalyst is C(Cl)Cl.CN(C=O)C. The product is [C:1]([NH:16][CH2:17][CH2:18][NH:19][C:20](=[O:26])[O:21][C:22]([CH3:24])([CH3:23])[CH3:25])(=[O:9])[C:2]1[CH:7]=[CH:6][CH:5]=[N:4][CH:3]=1. The yield is 0.740. (2) The reactants are [CH2:1]([O:8][C:9]1[N:10]=[N:11][C:12]([CH2:23][C:24]2[CH:29]=[CH:28][C:27](F)=[CH:26][CH:25]=2)=[CH:13][C:14]=1[O:15][CH2:16][C:17]1[CH:22]=[CH:21][CH:20]=[CH:19][CH:18]=1)[C:2]1[CH:7]=[CH:6][CH:5]=[CH:4][CH:3]=1.[CH2:31](OC1N=NC(Cl)=CC=1OCC1C=CC=CC=1)C1C=CC=CC=1.[Cl-].CC1C=CC(C[Zn+])=CC=1. No catalyst specified. The product is [CH2:1]([O:8][C:9]1[N:10]=[N:11][C:12]([CH2:23][C:24]2[CH:29]=[CH:28][C:27]([CH3:31])=[CH:26][CH:25]=2)=[CH:13][C:14]=1[O:15][CH2:16][C:17]1[CH:22]=[CH:21][CH:20]=[CH:19][CH:18]=1)[C:2]1[CH:7]=[CH:6][CH:5]=[CH:4][CH:3]=1. The yield is 0.450. (3) The reactants are F[C:2]1[CH:7]=[C:6]([O:8][CH3:9])[CH:5]=[CH:4][C:3]=1[C:10]1[NH:19][C:18](=[O:20])[C:17]2[C:12](=[CH:13][C:14]([O:23][CH3:24])=[CH:15][C:16]=2[O:21][CH3:22])[N:11]=1.[CH3:25][N:26]1[CH2:31][CH2:30][CH:29]([SH:32])[CH2:28][CH2:27]1.C([O-])([O-])=O.[K+].[K+].CS(C)=O. The catalyst is C(Cl)(Cl)Cl. The product is [CH3:22][O:21][C:16]1[CH:15]=[C:14]([O:23][CH3:24])[CH:13]=[C:12]2[C:17]=1[C:18](=[O:20])[NH:19][C:10]([C:3]1[CH:4]=[CH:5][C:6]([O:8][CH3:9])=[CH:7][C:2]=1[S:32][CH:29]1[CH2:30][CH2:31][N:26]([CH3:25])[CH2:27][CH2:28]1)=[N:11]2. The yield is 0.950. (4) The reactants are [NH:1](C(OC(C)(C)C)=O)[CH2:2][C:3]([NH:5][CH2:6][C:7]([NH:9][CH2:10][C:11]([NH:13][CH2:14][C:15]([NH:17][C@H:18]([C:23]([OH:25])=[O:24])[CH2:19][CH:20]([CH3:22])[CH3:21])=[O:16])=[O:12])=[O:8])=[O:4].[CH3:33][N:34]1[C@@H:51]2[CH2:52][C:39]3[CH:40]=[CH:41][C:42]([O:53][CH3:54])=[C:43]4[O:44][C@H:45]5[C:46]([CH2:48][CH2:49][C@@H:50]2[C@:37]5([C:38]=34)[CH2:36][CH2:35]1)=[O:47].Cl. The catalyst is O1CCOCC1. The product is [NH2:1][CH2:2][C:3]([NH:5][CH2:6][C:7]([NH:9][CH2:10][C:11]([NH:13][CH2:14][C:15]([NH:17][C@H:18]([C:23]([OH:25])=[O:24])[CH2:19][CH:20]([CH3:22])[CH3:21])=[O:16])=[O:12])=[O:8])=[O:4].[CH3:33][N:34]1[C@@H:51]2[CH2:52][C:39]3[CH:40]=[CH:41][C:42]([O:53][CH3:54])=[C:43]4[O:44][C@H:45]5[C:46]([CH2:48][CH2:49][C@@H:50]2[C@:37]5([C:38]=34)[CH2:36][CH2:35]1)=[O:47]. The yield is 0.970. (5) The reactants are [CH3:1][O:2][C:3]([C@@H:5]1[C@@H:10]2[C@H:6]1[CH2:7][CH2:8][C@@:9]2([NH2:14])[C:11]([OH:13])=[O:12])=[O:4].[C:15](O[C:15]([O:17][C:18]([CH3:21])([CH3:20])[CH3:19])=[O:16])([O:17][C:18]([CH3:21])([CH3:20])[CH3:19])=[O:16].C(=O)([O-])[O-].[K+].[K+].Cl. The catalyst is O1CCOCC1.O. The product is [CH3:1][O:2][C:3]([C@@H:5]1[C@@H:10]2[C@H:6]1[CH2:7][CH2:8][C@@:9]2([NH:14][C:15]([O:17][C:18]([CH3:21])([CH3:20])[CH3:19])=[O:16])[C:11]([OH:13])=[O:12])=[O:4]. The yield is 0.750.